From a dataset of Retrosynthesis with 50K atom-mapped reactions and 10 reaction types from USPTO. Predict the reactants needed to synthesize the given product. (1) Given the product COc1cccc(C23CN(Cc4ccccc4)CC2(CO)C3)n1, predict the reactants needed to synthesize it. The reactants are: COC(=O)C12CN(Cc3ccccc3)CC1(c1cccc(OC)n1)C2. (2) Given the product CC(C)(C)c1cn2cccc(C=O)c2n1, predict the reactants needed to synthesize it. The reactants are: CC(C)(C)c1cn2cccc(CO)c2n1. (3) Given the product COc1cc(C2CCN(C)CC2)ccc1Nc1ncc(OCc2c(Cl)c(OC)cc(OC)c2Cl)cn1, predict the reactants needed to synthesize it. The reactants are: CC(=O)O[BH-](OC(C)=O)OC(C)=O.COc1cc(C2CCNCC2)ccc1Nc1ncc(OCc2c(Cl)c(OC)cc(OC)c2Cl)cn1. (4) The reactants are: Clc1ccc(-c2nc(Cl)c3ccccc3n2)cc1Cl.NCC(O)CO. Given the product OCC(O)CNc1nc(-c2ccc(Cl)c(Cl)c2)nc2ccccc12, predict the reactants needed to synthesize it. (5) Given the product Nc1ccc(S(=O)(=O)Nc2ccc3c(c2)B(O)OC3)c(CNS(=O)(=O)C2CC2)c1, predict the reactants needed to synthesize it. The reactants are: NCc1cc(N)ccc1S(=O)(=O)Nc1ccc2c(c1)B(O)OC2.O=S(=O)(Cl)C1CC1. (6) The reactants are: CCn1ncc2c(-c3cncc(Br)c3)c(C=O)c(C)nc21.NO. Given the product CCn1ncc2c(-c3cncc(Br)c3)c(C=NO)c(C)nc21, predict the reactants needed to synthesize it. (7) Given the product Cc1ccc(C2c3c(C)c(N[C@@H](C)c4ccccc4)c(C)c(C)c3OC2(C)C)cc1, predict the reactants needed to synthesize it. The reactants are: C[C@H](N)c1ccccc1.Cc1ccc(C2c3c(C)c(Br)c(C)c(C)c3OC2(C)C)cc1. (8) Given the product Cc1c(-c2ccnn2-c2ccc(C#N)cc2)cc(C(=O)NCCCCN2CCCC2)c(=O)n1-c1cccc(C(F)(F)F)c1, predict the reactants needed to synthesize it. The reactants are: CCOC(=O)c1cc(-c2ccnn2-c2ccc(C#N)cc2)c(C)n(-c2cccc(C(F)(F)F)c2)c1=O.NCCCCN1CCCC1. (9) Given the product N#Cc1cc(OCC(F)(F)F)c(C(F)(F)F)cc1N, predict the reactants needed to synthesize it. The reactants are: N#Cc1cc(OCC(F)(F)F)c(C(F)(F)F)cc1[N+](=O)[O-].